From a dataset of Full USPTO retrosynthesis dataset with 1.9M reactions from patents (1976-2016). Predict the reactants needed to synthesize the given product. (1) Given the product [CH:10]([C:7]1[CH:6]=[C:5]([C:3]([O:4][CH2:14][CH3:15])=[O:20])[NH:9][CH:8]=1)=[O:11], predict the reactants needed to synthesize it. The reactants are: ClC(Cl)(Cl)[C:3]([C:5]1[NH:9][CH:8]=[C:7]([CH:10]=[O:11])[CH:6]=1)=[O:4].[CH2:14]([O-])[CH3:15].[Na+].C([OH:20])C. (2) Given the product [Cl:9][C:10]1[C:29]([C:36]2[N:35]([CH:46]3[CH2:51][CH2:50][CH2:49][CH2:48][O:47]3)[N:34]=[CH:33][C:32]=2[CH3:31])=[CH:28][C:13]([C:14]([NH:16][C:17]2[CH:22]=[CH:21][C:20]([O:23][C:24]([Cl:27])([F:26])[F:25])=[CH:19][CH:18]=2)=[O:15])=[CH:12][N:11]=1, predict the reactants needed to synthesize it. The reactants are: [O-]P([O-])([O-])=O.[K+].[K+].[K+].[Cl:9][C:10]1[C:29](I)=[CH:28][C:13]([C:14]([NH:16][C:17]2[CH:22]=[CH:21][C:20]([O:23][C:24]([Cl:27])([F:26])[F:25])=[CH:19][CH:18]=2)=[O:15])=[CH:12][N:11]=1.[CH3:31][C:32]1[CH:33]=[N:34][N:35]([CH:46]2[CH2:51][CH2:50][CH2:49][CH2:48][O:47]2)[C:36]=1B1OC(C)(C)C(C)(C)O1.O. (3) Given the product [Cl:1][C:2]1[CH:7]=[CH:6][C:5]([Cl:8])=[CH:4][C:3]=1[C:9]1[C:10]2[C:22](=[O:23])[CH2:21][CH2:20][C:11]=2[N:12]([CH2:16][C:17]([NH:24][C:25]2[CH:30]=[CH:29][C:28]([C:31]3[N:35]([C:36]([O:38][C:39]([CH3:41])([CH3:40])[CH3:42])=[O:37])[NH:34][C:33](=[O:43])[CH:32]=3)=[CH:27][CH:26]=2)=[O:18])[C:13](=[O:15])[CH:14]=1, predict the reactants needed to synthesize it. The reactants are: [Cl:1][C:2]1[CH:7]=[CH:6][C:5]([Cl:8])=[CH:4][C:3]=1[C:9]1[C:10]2[C:22](=[O:23])[CH2:21][CH2:20][C:11]=2[N:12]([CH2:16][C:17](O)=[O:18])[C:13](=[O:15])[CH:14]=1.[NH2:24][C:25]1[CH:30]=[CH:29][C:28]([C:31]2[N:35]([C:36]([O:38][C:39]([CH3:42])([CH3:41])[CH3:40])=[O:37])[NH:34][C:33](=[O:43])[CH:32]=2)=[CH:27][CH:26]=1. (4) The reactants are: [C:1]1([CH:7]2[CH2:12][CH2:11][C:10](=[O:13])[CH2:9][CH2:8]2)[CH:6]=[CH:5][CH:4]=[CH:3][CH:2]=1.[H-].[Na+].[C:16](OCC)(=[O:18])[CH3:17].O. Given the product [C:16]([CH:9]1[CH2:8][CH:7]([C:1]2[CH:6]=[CH:5][CH:4]=[CH:3][CH:2]=2)[CH2:12][CH2:11][C:10]1=[O:13])(=[O:18])[CH3:17], predict the reactants needed to synthesize it. (5) The reactants are: C[O:2][C:3](=[O:39])[CH2:4][CH2:5][C@H:6]([C@@H:8]1[C@:25]2([CH3:26])[C@H:11]([C@H:12]3[C@H:22]([CH2:23][C@@H:24]2[OH:27])[C@:20]2([CH3:21])[C@@H:15]([CH2:16][C@@H:17]([NH:28][C:29](=[O:37])[CH2:30][CH2:31][CH2:32][CH2:33][CH2:34][CH2:35][CH3:36])[CH2:18][CH2:19]2)[CH2:14][C@H:13]3[OH:38])[CH2:10][CH2:9]1)[CH3:7].[OH-].[Na+]. Given the product [C:29]([NH:28][C@H:17]1[CH2:18][CH2:19][C@@:20]2([CH3:21])[C@H:15]([CH2:14][C@@H:13]([OH:38])[C@@H:12]3[C@@H:22]2[CH2:23][C@H:24]([OH:27])[C@@:25]2([CH3:26])[C@H:11]3[CH2:10][CH2:9][C@@H:8]2[C@H:6]([CH3:7])[CH2:5][CH2:4][C:3]([OH:39])=[O:2])[CH2:16]1)(=[O:37])[CH2:30][CH2:31][CH2:32][CH2:33][CH2:34][CH2:35][CH3:36], predict the reactants needed to synthesize it. (6) Given the product [Cl:16][C:5]1[CH:6]=[C:7]2[C:12](=[N:13][C:4]=1[CH:3]([O:2][CH3:1])[O:14][CH3:15])[NH:11][CH2:10][CH2:9][CH2:8]2, predict the reactants needed to synthesize it. The reactants are: [CH3:1][O:2][CH:3]([O:14][CH3:15])[C:4]1[N:13]=[C:12]2[C:7]([CH2:8][CH2:9][CH2:10][NH:11]2)=[CH:6][CH:5]=1.[Cl:16]N1C(=O)CCC1=O. (7) Given the product [CH2:1]([O:8][C:9]([N:11]1[CH2:15][CH2:14][CH2:13][C@H:12]1[C:16](=[O:18])[NH:52][C:53]1[CH:54]=[CH:55][C:56]([CH2:59][C:60]([OH:62])=[O:61])=[CH:57][CH:58]=1)=[O:10])[C:2]1[CH:3]=[CH:4][CH:5]=[CH:6][CH:7]=1, predict the reactants needed to synthesize it. The reactants are: [CH2:1]([O:8][C:9]([N:11]1[CH2:15][CH2:14][CH2:13][C@H:12]1[C:16]([OH:18])=O)=[O:10])[C:2]1[CH:7]=[CH:6][CH:5]=[CH:4][CH:3]=1.CN(C(ON1N=NC2C=CC=NC1=2)=[N+](C)C)C.F[P-](F)(F)(F)(F)F.CCN(C(C)C)C(C)C.[NH2:52][C:53]1[CH:58]=[CH:57][C:56]([CH2:59][C:60]([OH:62])=[O:61])=[CH:55][CH:54]=1. (8) Given the product [N:34]([CH:17]([C:11]1[CH:12]=[CH:13][C:14]([O:15][CH3:16])=[C:9]([O:8][CH2:1][C:2]2[CH:7]=[CH:6][CH:5]=[CH:4][CH:3]=2)[CH:10]=1)[CH3:18])=[N+:35]=[N-:36], predict the reactants needed to synthesize it. The reactants are: [CH2:1]([O:8][C:9]1[CH:10]=[C:11]([CH:17](O)[CH3:18])[CH:12]=[CH:13][C:14]=1[O:15][CH3:16])[C:2]1[CH:7]=[CH:6][CH:5]=[CH:4][CH:3]=1.C1(P([N:34]=[N+:35]=[N-:36])(C2C=CC=CC=2)=O)C=CC=CC=1.N12CCCN=C1CCCCC2. (9) Given the product [CH3:1][O:2][C:3]([C:5]1[CH:6]=[C:7]2[C:11](=[CH:12][CH:13]=1)[CH2:10][N:9]([C:34]([O:33][CH2:26][C:27]1[CH:32]=[CH:31][CH:30]=[CH:29][CH:28]=1)=[O:35])[CH2:8]2)=[O:4], predict the reactants needed to synthesize it. The reactants are: [CH3:1][O:2][C:3]([C:5]1[CH:6]=[C:7]2[C:11](=[CH:12][CH:13]=1)[CH2:10][N:9](CC1C=CC=CC=1)[CH2:8]2)=[O:4].C([O-])(O)=O.[Na+].[CH2:26]([O:33][C:34](Cl)=[O:35])[C:27]1[CH:32]=[CH:31][CH:30]=[CH:29][CH:28]=1.O. (10) Given the product [CH:9](=[O:10])[C:1]1[C:2](=[CH:3][CH:4]=[CH:5][CH:6]=1)[CH:7]=[O:8], predict the reactants needed to synthesize it. The reactants are: [C:1]1([CH2:9][OH:10])[C:2]([CH2:7][OH:8])=[CH:3][CH:4]=[CH:5][CH:6]=1.C12COCC1=CC=CC=2.[N+]([O-])(O)=O.O.